Dataset: Forward reaction prediction with 1.9M reactions from USPTO patents (1976-2016). Task: Predict the product of the given reaction. (1) Given the reactants [Cl:1][C:2]1[CH:3]=[CH:4][C:5]([CH2:11][O:12][C:13]2[CH:18]=[CH:17][CH:16]=[C:15]([F:19])[CH:14]=2)=[C:6]([CH:10]=1)[C:7]([OH:9])=O.Cl.[NH2:21][C@H:22]([C:24]1[CH:33]=[CH:32][C:27]([C:28]([O:30][CH3:31])=[O:29])=[CH:26][CH:25]=1)[CH3:23], predict the reaction product. The product is: [Cl:1][C:2]1[CH:3]=[CH:4][C:5]([CH2:11][O:12][C:13]2[CH:18]=[CH:17][CH:16]=[C:15]([F:19])[CH:14]=2)=[C:6]([CH:10]=1)[C:7]([NH:21][C@H:22]([C:24]1[CH:33]=[CH:32][C:27]([C:28]([O:30][CH3:31])=[O:29])=[CH:26][CH:25]=1)[CH3:23])=[O:9]. (2) Given the reactants [CH2:1]([Cl:8])[C:2]1[CH:7]=[CH:6][CH:5]=[CH:4][CH:3]=1.[N:9]1[CH:14]=[CH:13][C:12]([CH3:15])=[CH:11][CH:10]=1, predict the reaction product. The product is: [Cl-:8].[CH2:1]([N+:9]1[CH:14]=[CH:13][C:12]([CH3:15])=[CH:11][CH:10]=1)[C:2]1[CH:7]=[CH:6][CH:5]=[CH:4][CH:3]=1.